Dataset: Reaction yield outcomes from USPTO patents with 853,638 reactions. Task: Predict the reaction yield, written as a fraction of the theoretical maximum amount of product (1.0 means a 100% yield; for example, 0.34 means a 34% yield). (1) The reactants are Cl[C:2]1[CH:11]=[CH:10][C:9]2[C:4](=[CH:5][CH:6]=[C:7]([C:12]3[C:20]4[C:15](=[N:16][CH:17]=[N:18][C:19]=4[NH2:21])[N:14]([CH:22]([CH3:24])[CH3:23])[N:13]=3)[CH:8]=2)[N:3]=1.C([NH2:28])(=O)C.C([O-])([O-])=O.[K+].[K+]. No catalyst specified. The product is [NH2:21][C:19]1[N:18]=[CH:17][N:16]=[C:15]2[N:14]([CH:22]([CH3:23])[CH3:24])[N:13]=[C:12]([C:7]3[CH:8]=[C:9]4[C:4](=[CH:5][CH:6]=3)[N:3]=[C:2]([NH2:28])[CH:11]=[CH:10]4)[C:20]=12. The yield is 0.460. (2) The reactants are [F:1][C:2]([F:17])([F:16])[C:3]1[CH:8]=[CH:7][C:6]([C:9](=O)[CH2:10][CH2:11][C:12](=O)[CH3:13])=[CH:5][CH:4]=1.Cl.[NH2:19][CH2:20][C:21]([O:23][CH2:24][CH3:25])=[O:22].C(N(CC)CC)C. The catalyst is CCO. The product is [CH3:13][C:12]1[N:19]([CH2:20][C:21]([O:23][CH2:24][CH3:25])=[O:22])[C:9]([C:6]2[CH:7]=[CH:8][C:3]([C:2]([F:17])([F:16])[F:1])=[CH:4][CH:5]=2)=[CH:10][CH:11]=1. The yield is 0.459. (3) The reactants are [N:1]1([C:7]([O:9][C:10]([CH3:13])([CH3:12])[CH3:11])=[O:8])[CH2:6][CH2:5][NH:4][CH2:3][CH2:2]1.Br[C:15]1[S:16][CH:17]=[C:18]([Br:20])[N:19]=1.C(N(CC)CC)C.O. The catalyst is CN(C)C=O. The product is [Br:20][C:18]1[N:19]=[C:15]([N:4]2[CH2:5][CH2:6][N:1]([C:7]([O:9][C:10]([CH3:13])([CH3:12])[CH3:11])=[O:8])[CH2:2][CH2:3]2)[S:16][CH:17]=1. The yield is 0.760. (4) The reactants are [NH2:1][C:2]1[CH:10]=[C:9]2[C:5]([CH2:6][O:7][C:8]2=[C:11]2[C:19]3[C:14](=[CH:15][CH:16]=[CH:17][CH:18]=3)[NH:13][C:12]2=[O:20])=[CH:4][CH:3]=1.Br[CH2:22][CH2:23][CH2:24][OH:25]. The yield is 0.100. The product is [OH:25][CH2:24][CH2:23][CH2:22][NH:1][C:2]1[CH:10]=[C:9]2[C:5]([CH2:6][O:7][C:8]2=[C:11]2[C:19]3[C:14](=[CH:15][CH:16]=[CH:17][CH:18]=3)[NH:13][C:12]2=[O:20])=[CH:4][CH:3]=1. The catalyst is CN(C=O)C.S([O-])([O-])(=O)=O.[Ag+2]. (5) The catalyst is ClCCl. The reactants are [Cl:1][C:2]1[C:3]([N:8]2[CH2:13][CH2:12][NH:11][CH2:10][CH2:9]2)=[N:4][CH:5]=[CH:6][CH:7]=1.C(N(C(C)C)CC)(C)C.[C:23]([C:27]1[CH:32]=[CH:31][C:30]([S:33](Cl)(=[O:35])=[O:34])=[CH:29][CH:28]=1)([CH3:26])([CH3:25])[CH3:24]. The product is [C:23]([C:27]1[CH:32]=[CH:31][C:30]([S:33]([N:11]2[CH2:10][CH2:9][N:8]([C:3]3[C:2]([Cl:1])=[CH:7][CH:6]=[CH:5][N:4]=3)[CH2:13][CH2:12]2)(=[O:35])=[O:34])=[CH:29][CH:28]=1)([CH3:26])([CH3:24])[CH3:25]. The yield is 0.593. (6) The reactants are Br[C:2]1[CH:23]=[CH:22][C:5]2[N:6]=[C:7]([O:9][CH:10]3[CH2:15][CH2:14][N:13]([C:16]4[S:17][C:18]([CH3:21])=[N:19][N:20]=4)[CH2:12][CH2:11]3)[S:8][C:4]=2[CH:3]=1.CC1(C)C(C)(C)OB([C:32]2[CH2:37][CH2:36][N:35]([C:38]([O:40][C:41]([CH3:44])([CH3:43])[CH3:42])=[O:39])[CH2:34][CH:33]=2)O1.C(=O)([O-])[O-].[K+].[K+]. The catalyst is O1CCOCC1.O.C1C=CC([P]([Pd]([P](C2C=CC=CC=2)(C2C=CC=CC=2)C2C=CC=CC=2)([P](C2C=CC=CC=2)(C2C=CC=CC=2)C2C=CC=CC=2)[P](C2C=CC=CC=2)(C2C=CC=CC=2)C2C=CC=CC=2)(C2C=CC=CC=2)C2C=CC=CC=2)=CC=1. The product is [CH3:21][C:18]1[S:17][C:16]([N:13]2[CH2:14][CH2:15][CH:10]([O:9][C:7]3[S:8][C:4]4[CH:3]=[C:2]([C:32]5[CH2:37][CH2:36][N:35]([C:38]([O:40][C:41]([CH3:44])([CH3:43])[CH3:42])=[O:39])[CH2:34][CH:33]=5)[CH:23]=[CH:22][C:5]=4[N:6]=3)[CH2:11][CH2:12]2)=[N:20][N:19]=1. The yield is 0.790. (7) The reactants are [CH3:1][O:2][C:3](=[O:6])[CH2:4][NH2:5].[OH:7][C:8]1[CH:9]=[C:10]([CH:13]=[CH:14][C:15]=1[O:16][CH3:17])[CH:11]=O. No catalyst specified. The product is [OH:7][C:8]1[CH:9]=[C:10]([CH:13]=[CH:14][C:15]=1[O:16][CH3:17])[CH2:11][NH:5][CH2:4][C:3]([O:2][CH3:1])=[O:6]. The yield is 0.470. (8) The catalyst is N1C=CC=CC=1. The product is [O:38]1[C:33]2[CH:32]=[CH:37][CH:36]=[CH:27][C:28]=2[N:29]=[C:30]1[NH:1][C:2]1[CH:3]=[CH:4][C:5]([C:8]2[C:16]3[C:15]([NH2:17])=[N:14][CH:13]=[N:12][C:11]=3[S:10][C:9]=2[CH3:18])=[CH:6][CH:7]=1. The yield is 0.200. The reactants are [NH2:1][C:2]1[CH:7]=[CH:6][C:5]([C:8]2[C:16]3[C:15]([NH2:17])=[N:14][CH:13]=[N:12][C:11]=3[S:10][C:9]=2[CH3:18])=[CH:4][CH:3]=1.[CH:27]1N=[CH:30][N:29](C(N2[CH:30]=[N:29][CH:28]=[CH:27]2)=S)[CH:28]=1.N[C:32]1[CH:37]=[CH:36]C=C[C:33]=1[OH:38].Cl.C(N=C=NCCCN(C)C)C.